Dataset: Reaction yield outcomes from USPTO patents with 853,638 reactions. Task: Predict the reaction yield, written as a fraction of the theoretical maximum amount of product (1.0 means a 100% yield; for example, 0.34 means a 34% yield). The reactants are [OH:1][C:2]1[CH:3]=[C:4]([CH:8]=[CH:9][C:10]=1[I:11])[C:5]([OH:7])=[O:6].S(Cl)(Cl)=O.[CH3:16]O. No catalyst specified. The product is [OH:1][C:2]1[CH:3]=[C:4]([CH:8]=[CH:9][C:10]=1[I:11])[C:5]([O:7][CH3:16])=[O:6]. The yield is 0.700.